Dataset: Reaction yield outcomes from USPTO patents with 853,638 reactions. Task: Predict the reaction yield, written as a fraction of the theoretical maximum amount of product (1.0 means a 100% yield; for example, 0.34 means a 34% yield). The reactants are Br[C:2]1[CH:3]=[CH:4][C:5]([N+:8]([O-:10])=[O:9])=[N:6][CH:7]=1.[N:11]1([C:17]([O:19][C:20]([CH3:23])([CH3:22])[CH3:21])=[O:18])[CH2:16][CH2:15][NH:14][CH2:13][CH2:12]1. The catalyst is C(#N)C. The product is [C:20]([O:19][C:17]([N:11]1[CH2:16][CH2:15][N:14]([C:2]2[CH:7]=[N:6][C:5]([N+:8]([O-:10])=[O:9])=[CH:4][CH:3]=2)[CH2:13][CH2:12]1)=[O:18])([CH3:23])([CH3:21])[CH3:22]. The yield is 0.670.